Dataset: Reaction yield outcomes from USPTO patents with 853,638 reactions. Task: Predict the reaction yield, written as a fraction of the theoretical maximum amount of product (1.0 means a 100% yield; for example, 0.34 means a 34% yield). (1) The reactants are [CH3:1][S:2][C:3]1[N:4]=[CH:5][C:6]2[C:15](=[O:16])[N:14]([C:17]3[CH:18]=[C:19]([CH:24]=[CH:25][CH:26]=3)[C:20]([NH:22][NH2:23])=[O:21])[CH2:13][C@H:12]3[N:8]([CH2:9][CH2:10][CH2:11]3)[C:7]=2[N:27]=1.[CH:28]([N:31]=[C:32]=O)([CH3:30])[CH3:29].C(=O)(O)[O-].[Na+].C(Cl)(Cl)Cl. The catalyst is ClCCl. The product is [CH:28]([NH:31][C:32]1[O:21][C:20]([C:19]2[CH:18]=[C:17]([N:14]3[CH2:13][C@H:12]4[N:8]([CH2:9][CH2:10][CH2:11]4)[C:7]4[N:27]=[C:3]([S:2][CH3:1])[N:4]=[CH:5][C:6]=4[C:15]3=[O:16])[CH:26]=[CH:25][CH:24]=2)=[N:22][N:23]=1)([CH3:30])[CH3:29]. The yield is 0.210. (2) The reactants are C[O:2][CH:3](O)[C:4]1[CH:9]=[C:8]([N+:10]([O-:12])=[O:11])[CH:7]=[CH:6][C:5]=1[O:13][CH3:14].OCC1C=C([N+]([O-])=O)C=CC=1O. No catalyst specified. The product is [CH3:14][O:13][C:5]1[CH:6]=[CH:7][C:8]([N+:10]([O-:12])=[O:11])=[CH:9][C:4]=1[CH2:3][OH:2]. The yield is 0.760. (3) The reactants are [CH2:1]([Li])[CH2:2][CH2:3][CH3:4].C1[C:14]2[C:9](=[CH:10][CH:11]=[CH:12][CH:13]=2)C=C1.IC. The catalyst is C1(C)C=CC=CC=1.C1COCC1. The product is [CH3:4][CH:3]1[C:14]2[C:9](=[CH:10][CH:11]=[CH:12][CH:13]=2)[CH:1]=[CH:2]1. The yield is 0.630. (4) The reactants are [CH2:1]([O:8][C:9](=[O:34])[NH:10][C@@H:11]1[C:14](=[O:15])[N:13](CC2C=CC(OC)=CC=2OC)[C@@H:12]1[CH2:27][N:28]1[C:32]([CH3:33])=[N:31][N:30]=[N:29]1)[C:2]1[CH:7]=[CH:6][CH:5]=[CH:4][CH:3]=1.OP([O-])([O-])=O.[K+].[K+]. The catalyst is C(#N)C.O. The product is [CH2:1]([O:8][C:9](=[O:34])[NH:10][C@@H:11]1[C:14](=[O:15])[NH:13][C@@H:12]1[CH2:27][N:28]1[C:32]([CH3:33])=[N:31][N:30]=[N:29]1)[C:2]1[CH:3]=[CH:4][CH:5]=[CH:6][CH:7]=1. The yield is 0.650. (5) The catalyst is CCOC(C)=O. The yield is 0.370. The product is [Cl:26][C:25]([Cl:28])([Cl:27])[CH2:24][O:23][C:21](=[O:22])[NH:17][C:7]1[N:8]([C:10]2[CH:11]=[N:12][C:13]([CH3:16])=[CH:14][CH:15]=2)[N:9]=[C:5]([C:1]([CH3:4])([CH3:3])[CH3:2])[CH:6]=1. The reactants are [C:1]([C:5]1[CH:6]=[C:7]([NH2:17])[N:8]([C:10]2[CH:11]=[N:12][C:13]([CH3:16])=[CH:14][CH:15]=2)[N:9]=1)([CH3:4])([CH3:3])[CH3:2].[OH-].[Na+].Cl[C:21]([O:23][CH2:24][C:25]([Cl:28])([Cl:27])[Cl:26])=[O:22]. (6) The reactants are C(N(C1C=CC=CC=1)C(=O)[CH2:5][C:6]([OH:8])=[O:7])C.[N:16]1[CH:21]=[CH:20][CH:19]=[CH:18][CH:17]=1.[C:22](Cl)(=O)C(C)(C)C.Cl[CH2:30][Cl:31]. No catalyst specified. The product is [Cl:31][C:30]1[CH:18]=[CH:19][CH:20]=[C:21]([NH:16][CH3:17])[C:5]=1[C:6]([O:8][CH3:22])=[O:7]. The yield is 0.800. (7) The reactants are [F:1][C:2]1[CH:3]=[C:4]([CH:7]=[CH:8][CH:9]=1)[CH:5]=O.[CH3:10][C:11]([CH3:13])=[O:12].[OH-].[Na+].O. The catalyst is C(O)C. The product is [F:1][C:2]1[CH:3]=[C:4]([CH:5]=[CH:10][C:11](=[O:12])[CH:13]=[CH:5][C:4]2[CH:7]=[CH:8][CH:9]=[C:2]([F:1])[CH:3]=2)[CH:7]=[CH:8][CH:9]=1. The yield is 0.420. (8) The reactants are [Br:1][C:2]1[CH:8]=[CH:7][C:5]([NH2:6])=[C:4]([N+:9]([O-:11])=[O:10])[CH:3]=1.C(O)(C(F)(F)F)=O.[BH-](OC(C)=O)(OC(C)=O)OC(C)=O.[Na+].[CH3:33][S:34][C:35]1[O:36][C:37]2[CH:43]=[C:42]([CH:44]=O)[CH:41]=[CH:40][C:38]=2[N:39]=1. The catalyst is C(Cl)Cl. The product is [Br:1][C:2]1[CH:8]=[CH:7][C:5]([NH:6][CH2:44][C:42]2[CH:41]=[CH:40][C:38]3[N:39]=[C:35]([S:34][CH3:33])[O:36][C:37]=3[CH:43]=2)=[C:4]([N+:9]([O-:11])=[O:10])[CH:3]=1. The yield is 0.974. (9) The reactants are [Cl:1][C:2]1[C:3]([F:45])=[C:4]([C@@H:8]2[C@:12]([C:15]3[CH:20]=[CH:19][C:18]([Cl:21])=[CH:17][C:16]=3[F:22])([C:13]#[N:14])[C@H:11]([CH2:23][C:24]([CH3:27])([CH3:26])[CH3:25])[NH:10][C@H:9]2[C:28]([NH:30][C:31]2[CH:42]=[CH:41][C:34]([C:35]([O:37][CH2:38][CH2:39]I)=[O:36])=[CH:33][C:32]=2[O:43][CH3:44])=[O:29])[CH:5]=[CH:6][CH:7]=1.[C:46]([O:50][P:51]([O-:58])([O:53][C:54]([CH3:57])([CH3:56])[CH3:55])=[O:52])([CH3:49])([CH3:48])[CH3:47].[K+]. The catalyst is CN(C)C=O.C(OCC)(=O)C. The product is [Cl:1][C:2]1[C:3]([F:45])=[C:4]([C@@H:8]2[C@:12]([C:15]3[CH:20]=[CH:19][C:18]([Cl:21])=[CH:17][C:16]=3[F:22])([C:13]#[N:14])[C@H:11]([CH2:23][C:24]([CH3:27])([CH3:26])[CH3:25])[NH:10][C@H:9]2[C:28]([NH:30][C:31]2[CH:42]=[CH:41][C:34]([C:35]([O:37][CH2:38][CH2:39][O:58][P:51]([O:50][C:46]([CH3:49])([CH3:48])[CH3:47])([O:53][C:54]([CH3:55])([CH3:56])[CH3:57])=[O:52])=[O:36])=[CH:33][C:32]=2[O:43][CH3:44])=[O:29])[CH:5]=[CH:6][CH:7]=1. The yield is 0.540. (10) The reactants are Br[C:2]1[C:7]([S:8]([C:11]2[CH:16]=[CH:15][C:14]([O:17][CH2:18][C:19]3[CH:24]=[CH:23][CH:22]=[CH:21][C:20]=3[O:25][CH3:26])=[CH:13][CH:12]=2)(=[O:10])=[O:9])=[CH:6][CH:5]=[C:4]([CH3:27])[N:3]=1.[CH3:28][C:29]1[CH:35]=[C:34]([O:36][CH3:37])[CH:33]=[CH:32][C:30]=1[NH2:31].C1C=CC(P(C2C=CC=CC=2)CCCP(C2C=CC=CC=2)C2C=CC=CC=2)=CC=1.CC([O-])(C)C.[Na+]. The catalyst is C1(C)C=CC=CC=1.CCOCC. The product is [CH3:26][O:25][C:20]1[CH:21]=[CH:22][CH:23]=[CH:24][C:19]=1[CH2:18][O:17][C:14]1[CH:15]=[CH:16][C:11]([S:8]([C:7]2[C:2]([NH:31][C:30]3[CH:32]=[CH:33][C:34]([O:36][CH3:37])=[CH:35][C:29]=3[CH3:28])=[N:3][C:4]([CH3:27])=[CH:5][CH:6]=2)(=[O:10])=[O:9])=[CH:12][CH:13]=1. The yield is 0.150.